From a dataset of Catalyst prediction with 721,799 reactions and 888 catalyst types from USPTO. Predict which catalyst facilitates the given reaction. Reactant: [B:9]1([B:9]2[O:14][CH2:13][C:12]([CH3:16])([CH3:15])[CH2:11][O:10]2)[O:14][CH2:13][C:12]([CH3:16])([CH3:15])[CH2:11][O:10]1.C([O-])(=O)C.[K+].Br[C:23]1[CH:32]=[C:31]2[C:26]([N:27]=[CH:28][C:29](=[O:34])[N:30]2[CH3:33])=[CH:25][CH:24]=1.C(Cl)Cl. Product: [CH3:16][C:12]1([CH3:15])[CH2:11][O:10][B:9]([C:23]2[CH:32]=[C:31]3[C:26]([N:27]=[CH:28][C:29](=[O:34])[N:30]3[CH3:33])=[CH:25][CH:24]=2)[O:14][CH2:13]1. The catalyst class is: 472.